From a dataset of Full USPTO retrosynthesis dataset with 1.9M reactions from patents (1976-2016). Predict the reactants needed to synthesize the given product. (1) Given the product [OH:13][NH:12][C:10]([C:9]1[C:4]2[CH:3]=[CH:2][NH:1][C:5]=2[N:6]=[CH:7][CH:8]=1)=[NH:11], predict the reactants needed to synthesize it. The reactants are: [NH:1]1[C:5]2[N:6]=[CH:7][CH:8]=[C:9]([C:10]#[N:11])[C:4]=2[CH:3]=[CH:2]1.[NH2:12][OH:13]. (2) Given the product [CH3:21][C:17]1([CH3:22])[CH2:16][C:14]2[N:15]=[C:11]([N:7]3[C:6]4[CH:23]=[C:2]([NH:24][C:25]5[CH:26]=[N:27][CH:28]=[CH:29][CH:30]=5)[CH:3]=[CH:4][C:5]=4[O:10][CH2:9][CH2:8]3)[S:12][C:13]=2[C:19](=[O:20])[CH2:18]1, predict the reactants needed to synthesize it. The reactants are: Cl[C:2]1[CH:3]=[CH:4][C:5]2[O:10][CH2:9][CH2:8][N:7]([C:11]3[S:12][C:13]4[C:19](=[O:20])[CH2:18][C:17]([CH3:22])([CH3:21])[CH2:16][C:14]=4[N:15]=3)[C:6]=2[CH:23]=1.[NH2:24][C:25]1[CH:26]=[N:27][CH:28]=[CH:29][CH:30]=1.CC(C)([O-])C.[Na+]. (3) Given the product [C:1]([C:8]1[NH:29][C:11]2=[N:12][C:13]([N:16]3[CH2:21][CH2:20][CH2:19][C@@H:18]([C:22]([N:24]4[CH2:28][CH2:27][CH2:26][CH2:25]4)=[O:23])[CH2:17]3)=[CH:14][CH:15]=[C:10]2[N:9]=1)(=[O:30])[C:2]1[CH:3]=[CH:4][CH:5]=[CH:6][CH:7]=1, predict the reactants needed to synthesize it. The reactants are: [CH2:1]([C:8]1[NH:29][C:11]2=[N:12][C:13]([N:16]3[CH2:21][CH2:20][CH2:19][C@@H:18]([C:22]([N:24]4[CH2:28][CH2:27][CH2:26][CH2:25]4)=[O:23])[CH2:17]3)=[CH:14][CH:15]=[C:10]2[N:9]=1)[C:2]1[CH:7]=[CH:6][CH:5]=[CH:4][CH:3]=1.[O:30]1CCOCC1. (4) Given the product [O:24]1[CH:25]=[CH:26][C:22]([C:20]2[CH:19]=[CH:18][C:13]([C:14]([OH:16])=[O:15])=[C:12]([NH:11][C:9](=[O:10])[C:8]3[CH:27]=[C:28]([C:31]4[CH:32]=[N:33][CH:34]=[CH:35][CH:36]=4)[CH:29]=[CH:30][C:7]=3[OH:6])[CH:21]=2)=[CH:23]1, predict the reactants needed to synthesize it. The reactants are: [OH-].[Na+].C([O:6][C:7]1[CH:30]=[CH:29][C:28]([C:31]2[CH:32]=[N:33][CH:34]=[CH:35][CH:36]=2)=[CH:27][C:8]=1[C:9]([NH:11][C:12]1[CH:21]=[C:20]([C:22]2[CH:26]=[CH:25][O:24][CH:23]=2)[CH:19]=[CH:18][C:13]=1[C:14]([O:16]C)=[O:15])=[O:10])(=O)C.C(O)(=O)CC(CC(O)=O)(C(O)=O)O. (5) Given the product [NH2:1][C:2]1[O:3][C:4]2[C:9]([CH:10]([C:14]3[CH:19]=[C:18]([O:20][CH3:21])[C:17]([O:22][CH3:23])=[C:16]([Br:24])[CH:15]=3)[C:11]=1[C:12]#[N:13])=[CH:8][C:7]([O:25][CH3:30])=[C:6]1[CH:26]=[CH:27][CH:28]=[CH:29][C:5]=21, predict the reactants needed to synthesize it. The reactants are: [NH2:1][C:2]1[O:3][C:4]2[C:9]([CH:10]([C:14]3[CH:19]=[C:18]([O:20][CH3:21])[C:17]([O:22][CH3:23])=[C:16]([Br:24])[CH:15]=3)[C:11]=1[C:12]#[N:13])=[CH:8][C:7]([OH:25])=[C:6]1[CH:26]=[CH:27][CH:28]=[CH:29][C:5]=21.[C:30](=O)([O-])[O-].[K+].[K+].IC. (6) Given the product [NH2:1][C:2]1[N:10]=[CH:9][N:8]=[C:7]2[C:3]=1[N:4]=[CH:5][N:6]2[C:11]1[C@H:15]([OH:16])[C@H:14]([OH:18])[C@@H:13]([CH2:21][OH:22])[CH:12]=1, predict the reactants needed to synthesize it. The reactants are: [NH2:1][C:2]1[N:10]=[CH:9][N:8]=[C:7]2[C:3]=1[N:4]=[CH:5][N:6]2[C:11]1[C@@H:15]2[O:16]C(C)(C)[O:18][C@@H:14]2[C@@H:13]([CH2:21][OH:22])[CH:12]=1.Cl.